From a dataset of Acute oral toxicity (LD50) regression data from Zhu et al.. Regression/Classification. Given a drug SMILES string, predict its toxicity properties. Task type varies by dataset: regression for continuous values (e.g., LD50, hERG inhibition percentage) or binary classification for toxic/non-toxic outcomes (e.g., AMES mutagenicity, cardiotoxicity, hepatotoxicity). Dataset: ld50_zhu. (1) The molecule is COc1ccccc1OCC1CNC(=O)O1. The rat oral LD50 is 1.77, given as -log10 of the dose in mol/kg body weight (higher means more acutely toxic). (2) The drug is CSCCC(O)C#N. The rat oral LD50 is 3.44, given as -log10 of the dose in mol/kg body weight (higher means more acutely toxic). (3) The drug is Cc1c(I)c(=O)n(-c2ccccc2)n1C. The rat oral LD50 is 2.18, given as -log10 of the dose in mol/kg body weight (higher means more acutely toxic). (4) The molecule is O=C1CC2CC(O1)C1CCCC21. The rat oral LD50 is 2.30, given as -log10 of the dose in mol/kg body weight (higher means more acutely toxic). (5) The molecule is CCNc1nc(=O)nc(NC(C)(C)C(=O)O)[nH]1. The rat oral LD50 is 2.48, given as -log10 of the dose in mol/kg body weight (higher means more acutely toxic).